This data is from Cav3 T-type calcium channel HTS with 100,875 compounds. The task is: Binary Classification. Given a drug SMILES string, predict its activity (active/inactive) in a high-throughput screening assay against a specified biological target. (1) The compound is S(=O)(=O)(CC(=O)N1CCCCC1)c1c2c(n(c1)Cc1cc(F)ccc1)cccc2. The result is 0 (inactive). (2) The compound is S(=O)(=O)(NC(C(C)C)C(O)=O)c1ccc(OC)cc1. The result is 0 (inactive). (3) The compound is Fc1ccc(CCN2C(=O)/C(=C/Nc3c(n(n(c3=O)c3ccccc3)C)C)C(=O)NC2=O)cc1. The result is 0 (inactive). (4) The compound is s1c(C(OC(C(=O)NC2CCCCC2)C(C)C)=O)ccc1. The result is 0 (inactive). (5) The molecule is Brc1ccc(S(=O)(=O)NCCC(=O)NC(CC)C)cc1. The result is 0 (inactive). (6) The result is 0 (inactive). The drug is S(=O)(=O)(N1CCCC1)c1ccc(NC(=O)N2c3c(Sc4c2cccc4)cccc3)cc1. (7) The molecule is O1N=C(CC21CC(N(C2)C(=O)C(c1ccccc1)c1ccccc1)C(=O)N)c1cc(NC(=O)CC)ccc1. The result is 0 (inactive). (8) The drug is S(=O)(=O)(C1CCCCN(C1=O)C(=O)c1ccccc1)c1ccccc1. The result is 0 (inactive). (9) The drug is s1c(C(=O)N2CC(CCC2)c2ccccc2)ccc1. The result is 0 (inactive).